From a dataset of Full USPTO retrosynthesis dataset with 1.9M reactions from patents (1976-2016). Predict the reactants needed to synthesize the given product. (1) Given the product [Br:3][C:4]1[CH:9]=[CH:8][C:7]([C:10]2[N:11]=[C:12]([N:15]3[CH2:20][CH2:19][CH:18]([C:21]([OH:23])=[O:22])[CH2:17][CH2:16]3)[S:13][CH:14]=2)=[CH:6][CH:5]=1, predict the reactants needed to synthesize it. The reactants are: [Li+].[OH-].[Br:3][C:4]1[CH:9]=[CH:8][C:7]([C:10]2[N:11]=[C:12]([N:15]3[CH2:20][CH2:19][CH:18]([C:21]([O:23]CC)=[O:22])[CH2:17][CH2:16]3)[S:13][CH:14]=2)=[CH:6][CH:5]=1. (2) Given the product [CH3:21][S:37]([C:3]1[N:4]=[CH:5][C:6]2[CH2:12][N:11]([C:13]([O:15][C:16]([CH3:17])([CH3:19])[CH3:18])=[O:14])[CH2:10][CH2:9][C:7]=2[N:8]=1)(=[O:40])=[O:36], predict the reactants needed to synthesize it. The reactants are: CS[C:3]1[N:4]=[CH:5][C:6]2[CH2:12][N:11]([C:13]([O:15][C:16]([CH3:19])([CH3:18])[CH3:17])=[O:14])[CH2:10][CH2:9][C:7]=2[N:8]=1.Cl[C:21]1C=C(C=CC=1)C(OO)=O.C([O-])(O)=O.[Na+].[O-:36][S:37]([O-:40])(=S)=O.[Na+].[Na+]. (3) Given the product [F:15][C:16]1[CH:17]=[C:18]([CH:22]([N:24]2[CH2:25][CH2:26][CH:27]([NH:30][C:2]3[C:3]4[CH:10]=[C:9]([CH2:11][CH:12]([CH3:14])[CH3:13])[S:8][C:4]=4[N:5]=[CH:6][N:7]=3)[CH2:28][CH2:29]2)[CH3:23])[CH:19]=[CH:20][CH:21]=1, predict the reactants needed to synthesize it. The reactants are: Cl[C:2]1[C:3]2[CH:10]=[C:9]([CH2:11][CH:12]([CH3:14])[CH3:13])[S:8][C:4]=2[N:5]=[CH:6][N:7]=1.[F:15][C:16]1[CH:17]=[C:18]([CH:22]([N:24]2[CH2:29][CH2:28][CH:27]([NH2:30])[CH2:26][CH2:25]2)[CH3:23])[CH:19]=[CH:20][CH:21]=1.